From a dataset of Forward reaction prediction with 1.9M reactions from USPTO patents (1976-2016). Predict the product of the given reaction. (1) Given the reactants C(NC(C)C)(C)C.C([Li])CCC.[CH:13]1([CH2:16][S:17][CH:18]2[CH2:23][CH2:22][CH:21]([C:24]#[N:25])[CH2:20][CH2:19]2)[CH2:15][CH2:14]1.[CH:26]1([CH:29]=[O:30])[CH2:28][CH2:27]1, predict the reaction product. The product is: [CH:26]1([CH:29]([OH:30])[C:21]2([C:24]#[N:25])[CH2:22][CH2:23][CH:18]([S:17][CH2:16][CH:13]3[CH2:14][CH2:15]3)[CH2:19][CH2:20]2)[CH2:28][CH2:27]1. (2) Given the reactants [NH2:1][CH2:2][C:3]1[C:4]([NH:19][C@H:20]([C:22]2[CH:27]=[CH:26][C:25]([F:28])=[CH:24][CH:23]=2)[CH3:21])=[N:5][C:6]([NH:10][C:11]2[CH:15]=[C:14]([CH:16]3[CH2:18][CH2:17]3)[NH:13][N:12]=2)=[C:7]([F:9])[CH:8]=1.[O:29]1[CH2:34][CH2:33][N:32]([CH2:35][C:36](O)=[O:37])[CH2:31][CH2:30]1.CN(C(ON1N=NC2C=CC=CC1=2)=[N+](C)C)C.F[P-](F)(F)(F)(F)F.CCN(C(C)C)C(C)C, predict the reaction product. The product is: [CH:16]1([C:14]2[NH:13][N:12]=[C:11]([NH:10][C:6]3[N:5]=[C:4]([NH:19][C@H:20]([C:22]4[CH:23]=[CH:24][C:25]([F:28])=[CH:26][CH:27]=4)[CH3:21])[C:3]([CH2:2][NH:1][C:36](=[O:37])[CH2:35][N:32]4[CH2:33][CH2:34][O:29][CH2:30][CH2:31]4)=[CH:8][C:7]=3[F:9])[CH:15]=2)[CH2:18][CH2:17]1. (3) The product is: [NH2:14][C:11]1[CH:10]=[CH:9][C:8]([CH2:7][C:6]([NH:5][CH2:4][CH2:3][N:2]([CH3:1])[CH3:26])=[O:25])=[CH:13][CH:12]=1. Given the reactants [CH3:1][N:2]([CH3:26])[CH2:3][CH2:4][NH:5][C:6](=[O:25])[CH2:7][C:8]1[CH:13]=[CH:12][C:11]([NH:14]C(=O)OCC2C=CC=CC=2)=[CH:10][CH:9]=1, predict the reaction product. (4) Given the reactants CCN(CC)CC.[CH3:8][C:9]1([CH3:20])[C:18]2[C:13](=[CH:14][CH:15]=[C:16]([OH:19])[CH:17]=2)[CH2:12][NH:11][CH2:10]1.[CH3:21][S:22](Cl)(=[O:24])=[O:23].O, predict the reaction product. The product is: [CH3:8][C:9]1([CH3:20])[C:18]2[C:13](=[CH:14][CH:15]=[C:16]([OH:19])[CH:17]=2)[CH2:12][N:11]([S:22]([CH3:21])(=[O:24])=[O:23])[CH2:10]1. (5) Given the reactants [F:1][C:2]1[CH:3]=[CH:4][C:5]2[N:9]=[C:8]([C:10]([N:12]([CH2:34][CH:35]([CH3:37])[CH3:36])[C@H:13]3[CH2:18][C@@H:17]([C:19]([N:21]4[CH2:26][CH2:25][O:24][CH2:23][CH2:22]4)=[O:20])[CH2:16][N:15](C(OC(C)(C)C)=O)[CH2:14]3)=[O:11])[N:7]([CH2:38][CH2:39][CH2:40][CH2:41][O:42][CH3:43])[C:6]=2[CH:44]=1.C(OCC)(=O)C.[ClH:51], predict the reaction product. The product is: [ClH:51].[ClH:51].[F:1][C:2]1[CH:3]=[CH:4][C:5]2[N:9]=[C:8]([C:10]([N:12]([CH2:34][CH:35]([CH3:37])[CH3:36])[C@H:13]3[CH2:18][C@@H:17]([C:19]([N:21]4[CH2:22][CH2:23][O:24][CH2:25][CH2:26]4)=[O:20])[CH2:16][NH:15][CH2:14]3)=[O:11])[N:7]([CH2:38][CH2:39][CH2:40][CH2:41][O:42][CH3:43])[C:6]=2[CH:44]=1. (6) The product is: [Br:1][C:2]1[CH:9]=[CH:8][C:5]([CH2:6][N:13]2[CH2:14][CH2:15][O:16][C:11]([CH3:17])([CH3:10])[CH2:12]2)=[CH:4][CH:3]=1. Given the reactants [Br:1][C:2]1[CH:9]=[CH:8][C:5]([CH2:6]Br)=[CH:4][CH:3]=1.[CH3:10][C:11]1([CH3:17])[O:16][CH2:15][CH2:14][NH:13][CH2:12]1.C(=O)([O-])[O-].[K+].[K+], predict the reaction product. (7) Given the reactants [CH2:1]([O:5][C:6]1[CH:11]=[CH:10][C:9]([CH:12]=[CH2:13])=[CH:8][CH:7]=1)[CH:2]1[O:4][CH2:3]1.[C:14]([O:19][CH:20]([O:22][CH2:23][CH3:24])[CH3:21])(=[O:18])[C:15]([CH3:17])=[CH2:16].[C:25]([O:28][C:29]1[CH:36]=[CH:35][C:32]([CH:33]=[CH2:34])=[CH:31][CH:30]=1)(=[O:27])[CH3:26].N(C(C)(CC)C([O-])=O)=NC(C)(CC)C([O-])=O, predict the reaction product. The product is: [CH2:1]([O:5][C:6]1[CH:11]=[CH:10][C:9]([CH:12]=[CH2:13])=[CH:8][CH:7]=1)[CH:2]1[O:4][CH2:3]1.[C:14]([O:19][CH:20]([O:22][CH2:23][CH3:24])[CH3:21])(=[O:18])[C:15]([CH3:17])=[CH2:16].[C:25]([O:28][C:29]1[CH:36]=[CH:35][C:32]([CH:33]=[CH2:34])=[CH:31][CH:30]=1)(=[O:27])[CH3:26]. (8) Given the reactants [OH:1][C:2]1[C:3]2[CH:31]=[CH:30][N:29]=[CH:28][C:4]=2[N:5]=[C:6]([O:8][C:9]2[CH:14]=[CH:13][N:12]=[C:11]([N:15]3[CH2:20][CH2:19][N:18](C(OC(C)(C)C)=O)[CH2:17][CH2:16]3)[CH:10]=2)[N:7]=1.Cl, predict the reaction product. The product is: [N:15]1([C:11]2[CH:10]=[C:9]([O:8][C:6]3[N:7]=[C:2]([OH:1])[C:3]4[CH:31]=[CH:30][N:29]=[CH:28][C:4]=4[N:5]=3)[CH:14]=[CH:13][N:12]=2)[CH2:16][CH2:17][NH:18][CH2:19][CH2:20]1. (9) Given the reactants Cl[CH2:2][C:3]([C:5]1[CH:10]=[CH:9][C:8]([O:11][Si:12]([CH:19]([CH3:21])[CH3:20])([CH:16]([CH3:18])[CH3:17])[CH:13]([CH3:15])[CH3:14])=[C:7]([CH2:22][CH3:23])[CH:6]=1)=[O:4].Cl.Cl.[CH3:26][O:27][C:28]1[N:33]=[CH:32][C:31]([C:34]2([OH:40])[CH2:39][CH2:38][NH:37][CH2:36][CH2:35]2)=[CH:30][CH:29]=1, predict the reaction product. The product is: [CH2:22]([C:7]1[CH:6]=[C:5]([CH:3]([OH:4])[CH2:2][N:37]2[CH2:38][CH2:39][C:34]([C:31]3[CH:32]=[N:33][C:28]([O:27][CH3:26])=[CH:29][CH:30]=3)([OH:40])[CH2:35][CH2:36]2)[CH:10]=[CH:9][C:8]=1[O:11][Si:12]([CH:19]([CH3:21])[CH3:20])([CH:16]([CH3:18])[CH3:17])[CH:13]([CH3:15])[CH3:14])[CH3:23].